Predict the reaction yield, written as a fraction of the theoretical maximum amount of product (1.0 means a 100% yield; for example, 0.34 means a 34% yield). From a dataset of Reaction yield outcomes from USPTO patents with 853,638 reactions. (1) The reactants are Br[C:2]1[CH:7]=[CH:6][C:5]([C:8]([OH:11])([CH3:10])[CH3:9])=[CH:4][CH:3]=1.[B:12]1([B:12]2[O:16][C:15]([CH3:18])([CH3:17])[C:14]([CH3:20])([CH3:19])[O:13]2)[O:16][C:15]([CH3:18])([CH3:17])[C:14]([CH3:20])([CH3:19])[O:13]1.C([O-])(=O)C.[K+].ClCCl. The catalyst is CS(C)=O. The product is [CH3:19][C:14]1([CH3:20])[C:15]([CH3:18])([CH3:17])[O:16][B:12]([C:2]2[CH:7]=[CH:6][C:5]([C:8]([OH:11])([CH3:10])[CH3:9])=[CH:4][CH:3]=2)[O:13]1. The yield is 0.700. (2) The catalyst is C1COCC1.O=[Mn]=O. The reactants are [Br:1][C:2]1[C:7]2[C:8]3[NH:9][CH:10]([C:16]4[N:17]=[C:18]([NH:21][C:22](=[O:26])[CH:23]([CH3:25])[CH3:24])[S:19][CH:20]=4)[CH2:11][C:12](=[O:15])[C:13]=3[O:14][C:6]=2[CH:5]=[CH:4][C:3]=1[O:27][CH3:28]. The yield is 0.639. The product is [OH:15][C:12]1[CH:11]=[C:10]([C:16]2[N:17]=[C:18]([NH:21][C:22](=[O:26])[CH:23]([CH3:25])[CH3:24])[S:19][CH:20]=2)[N:9]=[C:8]2[C:7]3[C:2]([Br:1])=[C:3]([O:27][CH3:28])[CH:4]=[CH:5][C:6]=3[O:14][C:13]=12.